This data is from Drug-target binding data from BindingDB using Ki measurements. The task is: Regression. Given a target protein amino acid sequence and a drug SMILES string, predict the binding affinity score between them. We predict pKi (pKi = -log10(Ki in M); higher means stronger inhibition). Dataset: bindingdb_ki. (1) The compound is Fc1ccc([C@@H]2CCNC[C@H]2COc2ccc3c(c2)OCO3)cc1. The target is MLLARMKPQVQPELGGADQ. The pKi is 7.9. (2) The small molecule is C/C(=N\O)c1cccc(C(C)(C)NC(=O)Nc2ccc(Br)cc2)c1. The target protein sequence is MWESKFVKEGLTFDDVLLVPAKSDVLPREVSVKTVLSESLQLNIPLISAGMDTVTEADMAIAMARQGGLGIIHKNMSIEQQAEQVDKVKRSESGVISDPFFLTPEHQVYDAEHLMGKYRISGVPVVNNLDERKLVGIITNRDMRFIQDYSIKISDVMTKEQLITAPVGTTLSEAEKILQKYKIEKLPLVDNNGVLQGLITIKDIEKVIEFPNSAKDKQGRLLVGAAVGVTADAMTRIDALVKASVDAIVLDTAHGHSQGVIDKVKEVRAKYPSLNIIAGNVATAEATKALIEAGANVVKVGIGPGSICTTRVVAGVGVPQLTAVYDCATEARKHGIPVIADGGIKYSGDMVKALAAGAHVVMLGSMFAGVAESPGETEIYQGRQFKVYRGMGSVGAMEKGSKDRYFQEGNKKLVPEGIEGRVPYKGPLADTVHQLVGGLRAGMGYCGAQDLEFLRENAQFIRMSGAGLLESHPHHVQITKEAPNYSL. The pKi is 8.6. (3) The compound is Cc1ccc(-c2nc3ccc(C)cn3c2CC(=O)N(C)C)cc1. The target protein (P20236) has sequence MITTQMWHFYVTRVGLLLLISILPGTTGQGESRRQEPGDFVKQDIGGLSPKHAPDIPDDSTDNITIFTRILDRLLDGYDNRLRPGLGDAVTEVKTDIYVTSFGPVSDTDMEYTIDVFFRQTWHDERLKFDGPMKILPLNNLLASKIWTPDTFFHNGKKSVAHNMTTPNKLLRLVDNGTLLYTMRLTIHAECPMHLEDFPMDVHACPLKFGSYAYTKAEVIYSWTLGKNKSVEVAQDGSRLNQYDLLGHVVGTEIIRSSTGEYVVMTTHFHLKRKIGYFVIQTYLPCIMTVILSQVSFWLNRESVPARTVFGVTTVLTMTTLSISARNSLPKVAYATAMDWFIAVCYAFVFSALIEFATVNYFTKRSWAWEGKKVPEALEMKKKTPAAPTKKTSTTFNIVGTTYPINLAKDTEFSTISKAAAAPSASSTPTVIASPKTTYVQDSPAETKTYNSVSKVDKISRIIFPVLFAIFNLVYWATYVNRESAIKGMIRKQ. The pKi is 6.4. (4) The compound is CC(C)(C)NC(=O)[C@@H]1C[C@@H]2CCCC[C@@H]2CN1C[C@@H](O)[C@H](Cc1ccccc1)NC(=O)[C@H](CC(N)=O)NC(=O)c1ccc2ccccc2n1. The target protein sequence is PQITLWQRPIVTVKIGGQLKEALLDTGADDTVIEDINLPGKWKPKMIGGIGGFVKVRQYDQIHIEICGKKAIGTVLVGPTPVNIIGRNMLTQIGCTLNF. The pKi is 7.3. (5) The small molecule is C[C@H](NC(=O)CNC(=O)[C@@H](NC(=O)[C@H](Cc1ccc(F)cc1)NC(=O)CNC(=O)CNC(=O)CNCc1ccccc1)[C@@H](C)O)C(=O)N[C@@H](CCCN=C(N)N)C(=O)N[C@@H](CCCCN)C(=O)N[C@@H](CO)C(=O)N[C@@H](C)C(=O)N[C@@H](CCCN=C(N)N)C(=O)N[C@@H](CCCCN)C(=O)N[C@@H](CCCN=C(N)N)C(=O)N[C@@H](CCCCN)C(N)=O. The target protein (P79292) has sequence MESLFPAPFWEVLYGSPLQGNLSLLSPNHSLLPPHLLLNASHGAFLPLGLKVTIVGLYLAVCVGGLLGNCLVMYVILRHTKMKTATNIYIFNLALADTAVLLTLPFQGTDVLLGFWPFGNALCKAVIAIDYYNMFTSAFTLTAMSVDRYVAICHPIRALDVRTSSKAQAVNVAIWALASIVGVPVAIMGSAQVEDEEIECLVEIPAPQDYWGPVFAVCIFLFSFVIPVLIISVCYSLMVRRLRGVRLLSGSREKDRNLRRITRLVLVVVAVFVGCWTPVQVFVLVQGLGVQPGSETAVAVLRFCTALGYVNSCLNPILYAFLDENFKACFRKFCCAPTRRREMQVSDRVRSIAKDVALACKTSETVPRPA. The pKi is 9.2. (6) The small molecule is O=C(O)CCCC/C=C\C[C@H]1[C@@H](O)CO[C@@H]1/C=C/[C@H](O)COc1ccccc1. The target protein (P37289) has sequence MSTNSSIQPVSPESELLSNTTCQLEEDLSISFSIIFMTVGILSNSLAIAILMKAYQRFRQKYKSSFLLLASALVITDFFGHLINGTIAVFVYASDKDWIYFDKSNILCSIFGICMVFSGLCPLFLGSLMAIERCIGVTKPIFHSTKITTKHVKMMLSGVCFFAVFVALLPILGHRDYKIQASRTWCFYKTDEIKDWEDRFYLLLFAFLGLLALGISFVCNAITGISLLKVKFRSQQHRQGRSHHFEMVIQLLGIMCVSCICWSPFLVTMASIGMNIQDFKDSCERTLFTLRMATWNQILDPWVYILLRKAVLRNLYVCTRRCCGVHVISLHVWELSSIKDSLKVAAISDLPVTEKVTQQTST. The pKi is 5.5. (7) The compound is N=C(N)NCCC[C@H](NC(=O)[C@H](CCC(N)=O)NC(=O)[C@H]1CCCN1C(=O)[C@H](CCC(N)=O)NC(=O)[C@@H](N)Cc1ccccc1)C(=O)N[C@@H](Cc1ccccc1)C(N)=O. The target protein (Q9EQD2) has sequence MGKRWDSNSSGSWDHIWSGNDTQHPWYSDINITYMNYYLHQPHVTAVFISSYFLIFFLCMVGNTVVCFVVIRNRYMHTVTNFFIFNLAISDLLVGIFCMPITLLDNIIAGWPFGSSMCKISGLVQGISVAASVFTLVAIAVDRFRCVVYPFKPKLTVKTAFVMIVIIWGLAITIMTPSAIMLHVQEEKYYRVRLSSHNKTSTVYWCREDWPNQEMRRIYTTVLFATIYLAPLSLIVIMYARIGASLFKTSAHSTGKQRLEQWHVSKKKQKVIKMLLTVALLFILSWLPLWTLMMLSDYADLSPNKLRVINIYVYPFAHWLAFCNSSVNPIIYGFFNENFRSGFQDAFQFCQKKVKPQEAYGLRAKRNLDINTSGLLVHEPASQNPSGENLGCRKSADNPTQESLMEETGEATNSTET. The pKi is 7.3.